This data is from Forward reaction prediction with 1.9M reactions from USPTO patents (1976-2016). The task is: Predict the product of the given reaction. (1) Given the reactants C(OC([N:8]1[CH2:14][C@@H:13]([CH2:15][NH:16][C:17]([C:19]2[CH:27]=[C:26]([F:28])[C:25]([F:29])=[CH:24][C:20]=2[C:21]([OH:23])=[O:22])=[O:18])[C@H:12]([C:30]2[CH:35]=[CH:34][C:33]([Cl:36])=[C:32]([Cl:37])[CH:31]=2)[O:11][CH2:10][CH2:9]1)=O)(C)(C)C.C(OCC)(=O)C.Cl, predict the reaction product. The product is: [ClH:36].[Cl:37][C:32]1[CH:31]=[C:30]([C@@H:12]2[O:11][CH2:10][CH2:9][NH:8][CH2:14][C@H:13]2[CH2:15][NH:16][C:17]([C:19]2[CH:27]=[C:26]([F:28])[C:25]([F:29])=[CH:24][C:20]=2[C:21]([OH:23])=[O:22])=[O:18])[CH:35]=[CH:34][C:33]=1[Cl:36]. (2) Given the reactants [CH3:1][O-].[Na+].[N:4]#[C:5][NH2:6].[C:7]([C:11]1[CH:16]=[CH:15][CH:14]=[C:13]([N:17]=[C:18]=[S:19])[CH:12]=1)([CH3:10])([CH3:9])[CH3:8].IC, predict the reaction product. The product is: [C:7]([C:11]1[CH:12]=[C:13]([NH:17]/[C:18](/[S:19][CH3:1])=[N:4]/[C:5]#[N:6])[CH:14]=[CH:15][CH:16]=1)([CH3:10])([CH3:8])[CH3:9].